Dataset: Forward reaction prediction with 1.9M reactions from USPTO patents (1976-2016). Task: Predict the product of the given reaction. (1) Given the reactants [O:1]1CCCC1.B.[O:7]1[C:12]2([CH2:17][CH2:16][N:15]([C:18]([O:20][C:21]([CH3:24])([CH3:23])[CH3:22])=[O:19])[CH2:14][CH2:13]2)[CH2:11][CH:10]=[CH:9][CH2:8]1.[OH-].[Na+].OO, predict the reaction product. The product is: [OH:1][CH:9]1[CH2:10][CH2:11][C:12]2([CH2:13][CH2:14][N:15]([C:18]([O:20][C:21]([CH3:24])([CH3:23])[CH3:22])=[O:19])[CH2:16][CH2:17]2)[O:7][CH2:8]1. (2) Given the reactants C(O[C:4]([C:6]1[O:10][N:9]=[C:8]([C:11]2[N:16]=[C:15]([NH2:17])[N:14]=[C:13]([N:18]([CH3:25])[C:19]3[CH:24]=[CH:23][CH:22]=[CH:21][CH:20]=3)[N:12]=2)[N:7]=1)=[O:5])C.[CH2:26]([NH2:33])[C:27]1[CH:32]=[CH:31][CH:30]=[CH:29][CH:28]=1, predict the reaction product. The product is: [CH2:26]([NH:33][C:4]([C:6]1[O:10][N:9]=[C:8]([C:11]2[N:16]=[C:15]([NH2:17])[N:14]=[C:13]([N:18]([CH3:25])[C:19]3[CH:24]=[CH:23][CH:22]=[CH:21][CH:20]=3)[N:12]=2)[N:7]=1)=[O:5])[C:27]1[CH:32]=[CH:31][CH:30]=[CH:29][CH:28]=1. (3) Given the reactants [Cl:1][C:2]1[CH:25]=[CH:24][C:23]([N+:26]([O-])=O)=[CH:22][C:3]=1[CH2:4][N:5]1[C@@H:10]([CH3:11])[CH2:9][N:8]2[C:12]([C:15]3[CH:20]=[N:19][CH:18]=[CH:17][N:16]=3)=[N:13][N:14]=[C:7]2[C:6]1=[O:21].[Cl-].[NH4+], predict the reaction product. The product is: [NH2:26][C:23]1[CH:24]=[CH:25][C:2]([Cl:1])=[C:3]([CH:22]=1)[CH2:4][N:5]1[C@@H:10]([CH3:11])[CH2:9][N:8]2[C:12]([C:15]3[CH:20]=[N:19][CH:18]=[CH:17][N:16]=3)=[N:13][N:14]=[C:7]2[C:6]1=[O:21].